From a dataset of Full USPTO retrosynthesis dataset with 1.9M reactions from patents (1976-2016). Predict the reactants needed to synthesize the given product. (1) The reactants are: Cl[CH2:2][CH2:3][CH2:4][CH2:5][C:6]1[CH:11]=[CH:10][CH:9]=[CH:8][CH:7]=1.[OH:12][C:13]1[CH:18]=[CH:17][C:16]([CH2:19][C:20]#[N:21])=[CH:15][CH:14]=1.C([O-])([O-])=O.[K+].[K+].[I-].[Na+]. Given the product [C:6]1([CH2:5][CH2:4][CH2:3][CH2:2][O:12][C:13]2[CH:18]=[CH:17][C:16]([CH2:19][C:20]#[N:21])=[CH:15][CH:14]=2)[CH:11]=[CH:10][CH:9]=[CH:8][CH:7]=1, predict the reactants needed to synthesize it. (2) The reactants are: [Cl:1][C:2]1[CH:7]=[CH:6][C:5]([C:8]2[N:12]3[CH:13]=[C:14]([C:17]4[CH:39]=[CH:38][C:20]([C:21]([N:23]5[CH2:28][CH2:27][C:26]([NH:30]C(=O)OC(C)(C)C)(C)[CH2:25][CH2:24]5)=[O:22])=[CH:19][CH:18]=4)[CH:15]=[CH:16][C:11]3=[N:10][CH:9]=2)=[CH:4][CH:3]=1.C(O)(C(F)(F)F)=O. Given the product [NH2:30][CH:26]1[CH2:25][CH2:24][N:23]([C:21]([C:20]2[CH:38]=[CH:39][C:17]([C:14]3[CH:15]=[CH:16][C:11]4[N:12]([C:8]([C:5]5[CH:4]=[CH:3][C:2]([Cl:1])=[CH:7][CH:6]=5)=[CH:9][N:10]=4)[CH:13]=3)=[CH:18][CH:19]=2)=[O:22])[CH2:28][CH2:27]1, predict the reactants needed to synthesize it. (3) Given the product [Cl:1][C:2]1[CH:3]=[C:4]([C:12]2[S:16][N:15]=[C:14]([C:17]3[C:18]([CH2:26][CH3:27])=[C:19]([CH2:23][CH2:24][N:28]4[CH2:29][CH:30]([C:32]([OH:34])=[O:33])[CH2:31]4)[CH:20]=[CH:21][CH:22]=3)[N:13]=2)[CH:5]=[CH:6][C:7]=1[O:8][CH:9]([CH3:11])[CH3:10], predict the reactants needed to synthesize it. The reactants are: [Cl:1][C:2]1[CH:3]=[C:4]([C:12]2[S:16][N:15]=[C:14]([C:17]3[C:18]([CH2:26][CH3:27])=[C:19]([CH2:23][CH:24]=O)[CH:20]=[CH:21][CH:22]=3)[N:13]=2)[CH:5]=[CH:6][C:7]=1[O:8][CH:9]([CH3:11])[CH3:10].[NH:28]1[CH2:31][CH:30]([C:32]([O:34]C)=[O:33])[CH2:29]1.C(O)(=O)C.C(O[BH-](OC(=O)C)OC(=O)C)(=O)C.[Na+]. (4) Given the product [CH2:1]([C:5]1[N:9]([C:10]2[N:15]=[C:14]([C:16]3[S:17][CH:18]=[CH:19][CH:20]=3)[C:13]([CH3:21])=[CH:12][N:11]=2)[N:8]=[CH:7][C:6]=1[CH2:22][NH:23][C:30](=[O:31])[CH2:29][C:28]1[NH:24][CH:25]=[N:26][CH:27]=1)[CH2:2][CH2:3][CH3:4], predict the reactants needed to synthesize it. The reactants are: [CH2:1]([C:5]1[N:9]([C:10]2[N:15]=[C:14]([C:16]3[S:17][CH:18]=[CH:19][CH:20]=3)[C:13]([CH3:21])=[CH:12][N:11]=2)[N:8]=[CH:7][C:6]=1[CH2:22][NH2:23])[CH2:2][CH2:3][CH3:4].[NH:24]1[C:28]([CH2:29][C:30](O)=[O:31])=[CH:27][N:26]=[CH:25]1.C(Cl)CCl.C1C=CC2N(O)N=NC=2C=1.CN1CCOCC1. (5) Given the product [CH3:23][C:20]1([CH3:24])[O:19][C@@H:18]([CH2:17][N:4]2[CH:3]=[C:2]([I:1])[CH:6]=[N:5]2)[CH2:22][O:21]1, predict the reactants needed to synthesize it. The reactants are: [I:1][C:2]1[CH:3]=[N:4][NH:5][CH:6]=1.C1(C)C=CC(S(O[CH2:17][C@H:18]2[CH2:22][O:21][C:20]([CH3:24])([CH3:23])[O:19]2)(=O)=O)=CC=1.C([O-])([O-])=O.[Cs+].[Cs+].CN(C=O)C. (6) The reactants are: Br[C:2]1[CH:3]=[CH:4][C:5]([C:10]([N:12]2[CH2:17][CH2:16][N:15]([C:18]3[C:23]([CH3:24])=[CH:22][C:21]([CH3:25])=[C:20]([CH3:26])[N:19]=3)[CH2:14][CH2:13]2)=[O:11])=[C:6]([CH:9]=1)[C:7]#[N:8].[S:27]1(=[O:33])(=[O:32])[CH2:31][CH2:30][CH2:29][NH:28]1. Given the product [O:32]=[S:27]1(=[O:33])[CH2:31][CH2:30][CH2:29][N:28]1[C:2]1[CH:3]=[CH:4][C:5]([C:10]([N:12]2[CH2:17][CH2:16][N:15]([C:18]3[C:23]([CH3:24])=[CH:22][C:21]([CH3:25])=[C:20]([CH3:26])[N:19]=3)[CH2:14][CH2:13]2)=[O:11])=[C:6]([CH:9]=1)[C:7]#[N:8], predict the reactants needed to synthesize it. (7) The reactants are: C[O:2][C:3]1[CH:15]=[C:14]([O:16]C)[CH:13]=[C:12]2[C:4]=1[C@@:5]1([CH3:26])[C@H:10]([CH2:11]2)[C@@:9]2([CH3:25])[CH2:18][CH2:19][C:20](=[O:24])[C:21]([CH3:23])([CH3:22])[C@@H:8]2[CH2:7][CH2:6]1.B(Br)(Br)Br. Given the product [OH:2][C:3]1[CH:15]=[C:14]([OH:16])[CH:13]=[C:12]2[C:4]=1[C@@:5]1([CH3:26])[C@H:10]([CH2:11]2)[C@@:9]2([CH3:25])[CH2:18][CH2:19][C:20](=[O:24])[C:21]([CH3:22])([CH3:23])[C@@H:8]2[CH2:7][CH2:6]1, predict the reactants needed to synthesize it. (8) Given the product [F:1][C:2]([F:12])([F:11])[C:3]1[N:4]=[C:5]([C:8](=[O:9])[CH3:18])[S:6][CH:7]=1, predict the reactants needed to synthesize it. The reactants are: [F:1][C:2]([F:12])([F:11])[C:3]1[N:4]=[C:5]([C:8](O)=[O:9])[S:6][CH:7]=1.S(Cl)(Cl)=O.Cl[CH2:18]Cl.